Regression. Given a peptide amino acid sequence and an MHC pseudo amino acid sequence, predict their binding affinity value. This is MHC class I binding data. From a dataset of Peptide-MHC class I binding affinity with 185,985 pairs from IEDB/IMGT. (1) The peptide sequence is AVYNFATA. The MHC is H-2-Db with pseudo-sequence H-2-Db. The binding affinity (normalized) is 0.175. (2) The peptide sequence is AVRHFPRIW. The MHC is HLA-A02:01 with pseudo-sequence HLA-A02:01. The binding affinity (normalized) is 0. (3) The peptide sequence is FLYDRLAST. The MHC is HLA-A03:01 with pseudo-sequence HLA-A03:01. The binding affinity (normalized) is 0.0847. (4) The peptide sequence is KEGIVWVAT. The MHC is HLA-B45:01 with pseudo-sequence HLA-B45:01. The binding affinity (normalized) is 0.608.